Dataset: NCI-60 drug combinations with 297,098 pairs across 59 cell lines. Task: Regression. Given two drug SMILES strings and cell line genomic features, predict the synergy score measuring deviation from expected non-interaction effect. (1) Drug 1: C1CC2CC3=C(CC1C24CN(S(=O)(=O)N4)CC(F)(F)F)C=CC(=C3)C=CCN5CCC(CC5)C(F)(F)F. Drug 2: CC1(CCCN1)C2=NC3=C(C=CC=C3N2)C(=O)N. Cell line: T-47D. Synergy scores: CSS=28.8, Synergy_ZIP=5.87, Synergy_Bliss=7.75, Synergy_Loewe=-6.27, Synergy_HSA=6.03. (2) Drug 1: C1=NC2=C(N=C(N=C2N1C3C(C(C(O3)CO)O)O)F)N. Drug 2: C1CNP(=O)(OC1)N(CCCl)CCCl. Cell line: HT29. Synergy scores: CSS=-7.34, Synergy_ZIP=1.46, Synergy_Bliss=-6.65, Synergy_Loewe=-5.78, Synergy_HSA=-10.8. (3) Drug 1: C1=CN(C=N1)CC(O)(P(=O)(O)O)P(=O)(O)O. Drug 2: CC(C)CN1C=NC2=C1C3=CC=CC=C3N=C2N. Cell line: HCC-2998. Synergy scores: CSS=3.66, Synergy_ZIP=0.687, Synergy_Bliss=5.08, Synergy_Loewe=5.55, Synergy_HSA=3.09. (4) Drug 2: CC1=C2C(C(=O)C3(C(CC4C(C3C(C(C2(C)C)(CC1OC(=O)C(C(C5=CC=CC=C5)NC(=O)OC(C)(C)C)O)O)OC(=O)C6=CC=CC=C6)(CO4)OC(=O)C)O)C)O. Synergy scores: CSS=2.98, Synergy_ZIP=-2.11, Synergy_Bliss=2.47, Synergy_Loewe=-7.05, Synergy_HSA=0.322. Drug 1: CC1C(C(=O)NC(C(=O)N2CCCC2C(=O)N(CC(=O)N(C(C(=O)O1)C(C)C)C)C)C(C)C)NC(=O)C3=C4C(=C(C=C3)C)OC5=C(C(=O)C(=C(C5=N4)C(=O)NC6C(OC(=O)C(N(C(=O)CN(C(=O)C7CCCN7C(=O)C(NC6=O)C(C)C)C)C)C(C)C)C)N)C. Cell line: SW-620. (5) Drug 2: CC1=C(N=C(N=C1N)C(CC(=O)N)NCC(C(=O)N)N)C(=O)NC(C(C2=CN=CN2)OC3C(C(C(C(O3)CO)O)O)OC4C(C(C(C(O4)CO)O)OC(=O)N)O)C(=O)NC(C)C(C(C)C(=O)NC(C(C)O)C(=O)NCCC5=NC(=CS5)C6=NC(=CS6)C(=O)NCCC[S+](C)C)O. Drug 1: CC(C1=C(C=CC(=C1Cl)F)Cl)OC2=C(N=CC(=C2)C3=CN(N=C3)C4CCNCC4)N. Synergy scores: CSS=10.9, Synergy_ZIP=-5.37, Synergy_Bliss=-8.14, Synergy_Loewe=-34.3, Synergy_HSA=-6.44. Cell line: HOP-92. (6) Drug 1: C1C(C(OC1N2C=NC3=C(N=C(N=C32)Cl)N)CO)O. Drug 2: CC12CCC3C(C1CCC2O)C(CC4=C3C=CC(=C4)O)CCCCCCCCCS(=O)CCCC(C(F)(F)F)(F)F. Cell line: UO-31. Synergy scores: CSS=25.0, Synergy_ZIP=1.77, Synergy_Bliss=1.77, Synergy_Loewe=-14.5, Synergy_HSA=-0.467. (7) Drug 2: C1CN1P(=S)(N2CC2)N3CC3. Synergy scores: CSS=30.7, Synergy_ZIP=-9.78, Synergy_Bliss=-6.83, Synergy_Loewe=-24.7, Synergy_HSA=-4.70. Drug 1: CN(C)C1=NC(=NC(=N1)N(C)C)N(C)C. Cell line: LOX IMVI.